From a dataset of Full USPTO retrosynthesis dataset with 1.9M reactions from patents (1976-2016). Predict the reactants needed to synthesize the given product. (1) The reactants are: [CH:1]1([C:4]2[N:13]=[C:12]([N:14]3[CH2:19][CH2:18][N:17]([C:20]4[CH:25]=[CH:24][C:23](F)=[CH:22][C:21]=4OC)[CH2:16][CH2:15]3)[C:11]3[C:6](=[CH:7][C:8]([O:31][CH3:32])=[C:9]([O:29][CH3:30])[CH:10]=3)[N:5]=2)[CH2:3][CH2:2]1.FC1C=C[C:37]([N:40]2CCNCC2)=C(OC)C=1.N1(C2C=CC=CC=2C#N)CCNCC1. Given the product [CH:1]1([C:4]2[N:13]=[C:12]([N:14]3[CH2:19][CH2:18][N:17]([C:20]4[CH:25]=[CH:24][CH:23]=[CH:22][C:21]=4[C:37]#[N:40])[CH2:16][CH2:15]3)[C:11]3[C:6](=[CH:7][C:8]([O:31][CH3:32])=[C:9]([O:29][CH3:30])[CH:10]=3)[N:5]=2)[CH2:3][CH2:2]1, predict the reactants needed to synthesize it. (2) Given the product [Cl:1][C:2]1[CH:10]=[C:9]2[C:5]([C:6]([C:11]([N:13]3[CH2:18][CH2:17][C:16]4([C:22]5[CH:23]=[CH:24][C:25]([F:27])=[CH:26][C:21]=5[C:20](=[O:28])[O:19]4)[CH2:15][CH2:14]3)=[O:12])=[CH:7][N:8]2[CH2:35][C:34]2[C:30]([CH3:29])=[N:31][O:32][C:33]=2[CH3:41])=[CH:4][CH:3]=1, predict the reactants needed to synthesize it. The reactants are: [Cl:1][C:2]1[CH:10]=[C:9]2[C:5]([C:6]([C:11]([N:13]3[CH2:18][CH2:17][C:16]4([C:22]5[CH:23]=[CH:24][C:25]([F:27])=[CH:26][C:21]=5[C:20](=[O:28])[O:19]4)[CH2:15][CH2:14]3)=[O:12])=[CH:7][NH:8]2)=[CH:4][CH:3]=1.[CH3:29][C:30]1[C:34]([CH2:35]OS(C)(=O)=O)=[C:33]([CH3:41])[O:32][N:31]=1. (3) Given the product [Cl:1][C:2]1[CH:7]=[CH:6][C:5]([CH2:8][N:9]2[CH2:13][CH2:12][CH2:11][CH2:10]2)=[CH:4][C:3]=1[C:14]1[C:18]([C:19]2[N:23]=[CH:22][N:21]([CH2:24][O:25][CH2:26][CH2:27][Si:28]([CH3:31])([CH3:30])[CH3:29])[N:20]=2)=[CH:17][N:16]([C:32]2[C:37]([CH3:38])=[CH:36][N:35]=[C:34]([NH2:39])[CH:33]=2)[N:15]=1, predict the reactants needed to synthesize it. The reactants are: [Cl:1][C:2]1[CH:7]=[CH:6][C:5]([CH2:8][N:9]2[CH2:13][CH2:12][CH2:11][CH2:10]2)=[CH:4][C:3]=1[C:14]1[C:18]([C:19]2[N:23]=[CH:22][N:21]([CH2:24][O:25][CH2:26][CH2:27][Si:28]([CH3:31])([CH3:30])[CH3:29])[N:20]=2)=[CH:17][N:16]([C:32]2[C:37]([CH3:38])=[CH:36][N:35]=[C:34]([NH:39]C(=O)C)[CH:33]=2)[N:15]=1.